Task: Predict the reaction yield, written as a fraction of the theoretical maximum amount of product (1.0 means a 100% yield; for example, 0.34 means a 34% yield).. Dataset: Reaction yield outcomes from USPTO patents with 853,638 reactions (1) The reactants are FC(F)(F)S(O[C:7]1[N:11]=[CH:10][N:9]([C:12]2[CH:17]=[CH:16][C:15]([O:18][C:19]([F:25])([F:24])[C:20]([F:23])([F:22])[F:21])=[CH:14][CH:13]=2)[N:8]=1)(=O)=O.CC1(C)C(C)(C)OB([C:36]2[CH:41]=[CH:40][C:39]([NH:42][C:43](=[O:59])[O:44][C@H:45]3[C@H:50]([O:51][CH3:52])[C@H:49]([O:53][CH2:54][CH3:55])[C@@H:48]([O:56][CH3:57])[C@H:47]([CH3:58])[O:46]3)=[CH:38][CH:37]=2)O1.C([O-])([O-])=O.[Na+].[Na+]. The catalyst is COCCOC.CCOC(C)=O.C1C=CC([P]([Pd]([P](C2C=CC=CC=2)(C2C=CC=CC=2)C2C=CC=CC=2)([P](C2C=CC=CC=2)(C2C=CC=CC=2)C2C=CC=CC=2)[P](C2C=CC=CC=2)(C2C=CC=CC=2)C2C=CC=CC=2)(C2C=CC=CC=2)C2C=CC=CC=2)=CC=1. The product is [F:24][C:19]([F:25])([O:18][C:15]1[CH:16]=[CH:17][C:12]([N:9]2[CH:10]=[N:11][C:7]([C:36]3[CH:41]=[CH:40][C:39]([NH:42][C:43](=[O:59])[O:44][C@H:45]4[C@H:50]([O:51][CH3:52])[C@H:49]([O:53][CH2:54][CH3:55])[C@@H:48]([O:56][CH3:57])[C@H:47]([CH3:58])[O:46]4)=[CH:38][CH:37]=3)=[N:8]2)=[CH:13][CH:14]=1)[C:20]([F:23])([F:22])[F:21]. The yield is 0.150. (2) The reactants are [CH2:1]([C:3]([C:16]1[CH:29]=[CH:28][C:19]([O:20][CH2:21][C:22](=[O:27])[C:23]([CH3:26])([CH3:25])[CH3:24])=[C:18]([CH3:30])[CH:17]=1)([C:6]1[O:7][C:8]2[CH:14]=[CH:13][C:12]([OH:15])=[CH:11][C:9]=2[CH:10]=1)[CH2:4][CH3:5])[CH3:2].[CH3:31][S:32](Cl)(=[O:34])=[O:33].CCN(CC)CC. The catalyst is C(Cl)Cl. The product is [CH3:26][C:23]([CH3:25])([CH3:24])[C:22](=[O:27])[CH2:21][O:20][C:19]1[CH:28]=[CH:29][C:16]([C:3]([C:6]2[O:7][C:8]3[CH:14]=[CH:13][C:12]([O:15][S:32]([CH3:31])(=[O:34])=[O:33])=[CH:11][C:9]=3[CH:10]=2)([CH2:4][CH3:5])[CH2:1][CH3:2])=[CH:17][C:18]=1[CH3:30]. The yield is 0.920. (3) The reactants are [F:1][C:2]1[CH:7]=[C:6]([N:8]2[CH2:12][C@H:11]([CH2:13][NH:14][C:15](=[O:17])[CH3:16])[O:10][C:9]2=[O:18])[CH:5]=[CH:4][C:3]=1[C:19]1[CH:24]=[CH:23][C:22]([CH2:25][NH:26][CH2:27][C:28]2[NH:32][N:31]=[N:30][CH:29]=2)=[CH:21][CH:20]=1.[ClH:33]. The catalyst is CO.C(OCC)(=O)C.O1CCOCC1. The product is [ClH:33].[F:1][C:2]1[CH:7]=[C:6]([N:8]2[CH2:12][C@H:11]([CH2:13][NH:14][C:15](=[O:17])[CH3:16])[O:10][C:9]2=[O:18])[CH:5]=[CH:4][C:3]=1[C:19]1[CH:24]=[CH:23][C:22]([CH2:25][NH:26][CH2:27][C:28]2[NH:32][N:31]=[N:30][CH:29]=2)=[CH:21][CH:20]=1. The yield is 0.902. (4) The reactants are FC(F)(F)C(O)=O.[CH:8]1([O:12][C:13]2[C:22]([C:23]3[CH:24]=[N:25][N:26]([CH:28]4[CH2:33][CH2:32][N:31](C(OC(C)(C)C)=O)[CH2:30][CH2:29]4)[CH:27]=3)=[CH:21][CH:20]=[C:19]3[C:14]=2[CH2:15][CH2:16][C@H:17]([CH3:46])[N:18]3[C:41]([CH:43]2[CH2:45][CH2:44]2)=[O:42])[CH2:11][CH2:10][CH2:9]1. The catalyst is ClCCl. The product is [CH:8]1([O:12][C:13]2[C:22]([C:23]3[CH:24]=[N:25][N:26]([CH:28]4[CH2:29][CH2:30][NH:31][CH2:32][CH2:33]4)[CH:27]=3)=[CH:21][CH:20]=[C:19]3[C:14]=2[CH2:15][CH2:16][C@H:17]([CH3:46])[N:18]3[C:41]([CH:43]2[CH2:45][CH2:44]2)=[O:42])[CH2:11][CH2:10][CH2:9]1. The yield is 0.850. (5) The yield is 0.910. The catalyst is O1CCOCC1.C(OCC)(=O)C.C1C=CC(/C=C/C(/C=C/C2C=CC=CC=2)=O)=CC=1.C1C=CC(/C=C/C(/C=C/C2C=CC=CC=2)=O)=CC=1.C1C=CC(/C=C/C(/C=C/C2C=CC=CC=2)=O)=CC=1.[Pd].[Pd].O. The reactants are [C:1]([C:5]1[CH:10]=[CH:9][C:8](B(O)O)=[CH:7][CH:6]=1)([CH3:4])([CH3:3])[CH3:2].O1C=CC=C1P(C1OC=CC=1)C1OC=CC=1.C(=O)([O-])[O-].[Cs+].[Cs+].[Cl:36][C:37]1[CH:38]=[CH:39][C:40](/[C:45](/I)=[CH:46]/[CH2:47][OH:48])=[N:41][C:42]=1[O:43][CH3:44]. The product is [C:1]([C:5]1[CH:10]=[CH:9][C:8](/[C:45](/[C:40]2[CH:39]=[CH:38][C:37]([Cl:36])=[C:42]([O:43][CH3:44])[N:41]=2)=[CH:46]\[CH2:47][OH:48])=[CH:7][CH:6]=1)([CH3:4])([CH3:3])[CH3:2]. (6) The reactants are C([CH:4]1[CH:30]=[C:29]([CH3:31])[CH2:28][CH:27]([CH3:32])[CH2:26][CH:25]([O:33][CH3:34])[CH:24]2[O:35][C:20](O)([CH:21]([CH3:38])[CH2:22][CH:23]2[O:36][CH3:37])[C:19](=[O:40])[C:18](=[O:41])[N:17]2[CH:12]([CH2:13][CH2:14][CH2:15][CH2:16]2)[C:11](=[O:42])[O:10][CH:9](C(C)=CC2CCC(OC(=O)CCCCCCC(O[Si](C(C)(C)C)(C)C)=O)C(OC)C2)[CH:8]([CH3:73])[CH:7](O[Si](C(C)(C)C)(C)C)[CH2:6][C:5]1=[O:82])C=C.C(#N)C.F. The catalyst is C(OCC)(=O)C.O. The product is [CH3:34][O:33][CH:25]1[CH:24]2[O:35][CH:20]([CH:21]([CH3:38])[CH2:22][CH:23]2[O:36][CH3:37])[C:19](=[O:40])[C:18](=[O:41])[N:17]2[CH:12]([CH2:13][CH2:14][CH2:15][CH2:16]2)[C:11](=[O:42])[O:10][CH2:9][CH:8]([CH3:73])[CH2:7][CH2:6][C:5](=[O:82])[CH2:4][CH:30]=[C:29]([CH3:31])[CH2:28][CH:27]([CH3:32])[CH2:26]1. The yield is 0.400. (7) The reactants are [NH2:1][C:2]1[C:7]([NH2:8])=[CH:6][CH:5]=[CH:4][N:3]=1.[F:9][C:10]([F:15])([F:14])[C:11](O)=O. No catalyst specified. The product is [F:9][C:10]([F:15])([F:14])[C:11]1[N:1]=[C:2]2[NH:3][CH:4]=[CH:5][CH:6]=[C:7]2[N:8]=1. The yield is 0.760. (8) The reactants are [Cl-].[Cl-].C([Al+2])C.[C:6]([O:10][CH3:11])(=[O:9])[CH:7]=[CH2:8].[C:12]([O:15][C@@H:16]1[CH2:34][CH2:33][C@@:32]2([CH3:35])[C@H:18]([CH2:19][CH2:20][C@@H:21]3[C:31]2=[CH:30][CH2:29][C@@:28]2([CH3:36])[C@H:22]3[CH2:23][CH2:24]/[C:25]/2=[CH:26]/[CH3:27])[CH2:17]1)(=[O:14])[CH3:13].O. The catalyst is C(Cl)Cl. The product is [C:12]([O:15][C@@H:16]1[CH2:34][CH2:33][C@@:32]2([CH3:35])[C@H:18]([CH2:19][CH2:20][C@@H:21]3[C:31]2=[CH:30][CH2:29][C@@:28]2([CH3:36])[C@H:22]3[CH2:23][CH:24]=[C:25]2[C@H:26]([CH3:27])[CH2:8][CH2:7][C:6]([O:10][CH3:11])=[O:9])[CH2:17]1)(=[O:14])[CH3:13]. The yield is 0.700. (9) The reactants are [H-].[H-].[H-].[H-].[Li+].[Al+3].C(OCC)C.[C:12]1([C:23]2[C:24]([C:29](OCC)=[O:30])=[CH:25][CH:26]=[CH:27][CH:28]=2)[C:13]([C:18](OCC)=[O:19])=[CH:14][CH:15]=[CH:16][CH:17]=1. The catalyst is O. The product is [C:23]1([C:12]2[C:13]([CH2:18][OH:19])=[CH:14][CH:15]=[CH:16][CH:17]=2)[C:24]([CH2:29][OH:30])=[CH:25][CH:26]=[CH:27][CH:28]=1. The yield is 0.750. (10) The reactants are [Cl:1][C:2]1[C:7]2[C:8](=[O:23])[N:9]([CH2:12][C:13]3[CH:18]=[CH:17][C:16]([O:19][CH3:20])=[CH:15][C:14]=3[O:21][CH3:22])[CH:10]([CH3:11])[C:6]=2[C:5]([F:24])=[C:4](Cl)[N:3]=1.[NH2:26][C@@H:27]1[CH2:32][CH2:31][O:30][CH2:29][C@@H:28]1[NH:33][C:34](=[O:40])[O:35][C:36]([CH3:39])([CH3:38])[CH3:37].CCN(C(C)C)C(C)C. No catalyst specified. The product is [Cl:1][C:2]1[C:7]2[C:8](=[O:23])[N:9]([CH2:12][C:13]3[CH:18]=[CH:17][C:16]([O:19][CH3:20])=[CH:15][C:14]=3[O:21][CH3:22])[CH:10]([CH3:11])[C:6]=2[C:5]([F:24])=[C:4]([NH:26][C@@H:27]2[CH2:32][CH2:31][O:30][CH2:29][C@@H:28]2[NH:33][C:34](=[O:40])[O:35][C:36]([CH3:38])([CH3:37])[CH3:39])[N:3]=1. The yield is 0.160.